Dataset: Buchwald-Hartwig C-N cross coupling reaction yields with 55,370 reactions. Task: Predict the reaction yield, written as a fraction of the theoretical maximum amount of product (1.0 means a 100% yield; for example, 0.34 means a 34% yield). (1) The reactants are CCc1ccc(I)cc1.Cc1ccc(N)cc1.O=S(=O)(O[Pd]1c2ccccc2-c2ccccc2N~1)C(F)(F)F.COc1ccc(OC)c(P(C(C)(C)C)C(C)(C)C)c1-c1c(C(C)C)cc(C(C)C)cc1C(C)C.CN1CCCN2CCCN=C12.Cc1ccno1. No catalyst specified. The product is CCc1ccc(Nc2ccc(C)cc2)cc1. The yield is 0.757. (2) The reactants are COc1ccc(I)cc1.Cc1ccc(N)cc1.O=S(=O)(O[Pd]1c2ccccc2-c2ccccc2N~1)C(F)(F)F.COc1ccc(OC)c(P([C@]23C[C@H]4C[C@H](C[C@H](C4)C2)C3)[C@]23C[C@H]4C[C@H](C[C@H](C4)C2)C3)c1-c1c(C(C)C)cc(C(C)C)cc1C(C)C.CN1CCCN2CCCN=C12.Cc1cc(C)on1. No catalyst specified. The product is COc1ccc(Nc2ccc(C)cc2)cc1. The yield is 0.502. (3) The reactants are FC(F)(F)c1ccc(Br)cc1.Cc1ccc(N)cc1.O=S(=O)(O[Pd]1c2ccccc2-c2ccccc2N~1)C(F)(F)F.CC(C)c1cc(C(C)C)c(-c2ccccc2P(C2CCCCC2)C2CCCCC2)c(C(C)C)c1.CN1CCCN2CCCN=C12.Fc1cccc(F)c1-c1ccno1. No catalyst specified. The product is Cc1ccc(Nc2ccc(C(F)(F)F)cc2)cc1. The yield is 0.227. (4) The product is COc1ccc(Nc2ccc(C)cc2)cc1. No catalyst specified. The reactants are COc1ccc(Cl)cc1.Cc1ccc(N)cc1.O=S(=O)(O[Pd]1c2ccccc2-c2ccccc2N~1)C(F)(F)F.COc1ccc(OC)c(P([C@]23C[C@H]4C[C@H](C[C@H](C4)C2)C3)[C@]23C[C@H]4C[C@H](C[C@H](C4)C2)C3)c1-c1c(C(C)C)cc(C(C)C)cc1C(C)C.CN1CCCN2CCCN=C12.Cc1cc(-c2ccccc2)on1. The yield is 0. (5) The reactants are Ic1cccnc1.Cc1ccc(N)cc1.O=S(=O)(O[Pd]1c2ccccc2-c2ccccc2N~1)C(F)(F)F.COc1ccc(OC)c(P([C@]23C[C@H]4C[C@H](C[C@H](C4)C2)C3)[C@]23C[C@H]4C[C@H](C[C@H](C4)C2)C3)c1-c1c(C(C)C)cc(C(C)C)cc1C(C)C.CN1CCCN2CCCN=C12.CCOC(=O)c1cnoc1. No catalyst specified. The product is Cc1ccc(Nc2cccnc2)cc1. The yield is 0.371. (6) The reactants are Brc1cccnc1.Cc1ccc(N)cc1.O=S(=O)(O[Pd]1c2ccccc2-c2ccccc2N~1)C(F)(F)F.COc1ccc(OC)c(P([C@]23C[C@H]4C[C@H](C[C@H](C4)C2)C3)[C@]23C[C@H]4C[C@H](C[C@H](C4)C2)C3)c1-c1c(C(C)C)cc(C(C)C)cc1C(C)C.CN(C)C(=NC(C)(C)C)N(C)C.CCOC(=O)c1cc(C)on1. No catalyst specified. The product is Cc1ccc(Nc2cccnc2)cc1. The yield is 0.698. (7) The reactants are Clc1cccnc1.Cc1ccc(N)cc1.O=S(=O)(O[Pd]1c2ccccc2-c2ccccc2N~1)C(F)(F)F.COc1ccc(OC)c(P(C(C)(C)C)C(C)(C)C)c1-c1c(C(C)C)cc(C(C)C)cc1C(C)C.CN1CCCN2CCCN=C12.CCOC(=O)c1cc(C)no1. No catalyst specified. The product is Cc1ccc(Nc2cccnc2)cc1. The yield is 0.0350.